From a dataset of Catalyst prediction with 721,799 reactions and 888 catalyst types from USPTO. Predict which catalyst facilitates the given reaction. (1) Reactant: [C:1]([NH:8][C@@H:9]([CH2:12][CH:13]1[CH2:18][CH2:17][CH2:16][CH2:15][CH2:14]1)[CH2:10][OH:11])([O:3][C:4]([CH3:7])([CH3:6])[CH3:5])=[O:2].C(N(CC)CC)C.[CH3:26][S:27](Cl)(=[O:29])=[O:28]. Product: [CH3:26][S:27]([O:11][CH2:10][C@@H:9]([NH:8][C:1]([O:3][C:4]([CH3:7])([CH3:6])[CH3:5])=[O:2])[CH2:12][CH:13]1[CH2:14][CH2:15][CH2:16][CH2:17][CH2:18]1)(=[O:29])=[O:28]. The catalyst class is: 2. (2) Reactant: [O:1]=[C:2]1[C:10]2([CH2:14][O:13][C:12]3[CH:15]=[C:16]4[C:20](=[CH:21][C:11]2=3)[CH2:19][CH2:18][O:17]4)[C:9]2[C:4](=[CH:5][CH:6]=[CH:7][CH:8]=2)[N:3]1[CH2:22][CH2:23][CH:24]=[O:25].[CH3:26][Mg]Br. Product: [OH:25][CH:24]([CH3:26])[CH2:23][CH2:22][N:3]1[C:4]2[C:9](=[CH:8][CH:7]=[CH:6][CH:5]=2)[C:10]2([CH2:14][O:13][C:12]3[CH:15]=[C:16]4[C:20](=[CH:21][C:11]2=3)[CH2:19][CH2:18][O:17]4)[C:2]1=[O:1]. The catalyst class is: 7. (3) Reactant: [N:1]1[CH:6]=[CH:5][CH:4]=[C:3]([CH:7]=O)[CH:2]=1.[CH3:9][O:10][C:11](=[O:28])[C:12]1[C:13](=[C:18]([NH:22]CCCCC)[CH:19]=[CH:20][CH:21]=1)[C:14]([O:16][CH3:17])=[O:15]. Product: [CH3:9][O:10][C:11](=[O:28])[C:12]1[C:13](=[C:18]([NH:22][CH2:7][C:3]2[CH:2]=[N:1][CH:6]=[CH:5][CH:4]=2)[CH:19]=[CH:20][CH:21]=1)[C:14]([O:16][CH3:17])=[O:15]. The catalyst class is: 27. (4) Reactant: [C:1]1([CH3:34])[CH:6]=[CH:5][C:4]([N:7]([CH:15]2[CH2:20][CH2:19][N:18]([CH2:21][CH2:22][C:23]3([CH2:29][C:30]([O:32]C)=[O:31])[CH2:28][CH2:27][CH2:26][CH2:25][CH2:24]3)[CH2:17][CH2:16]2)[C:8]([C:10]2[O:11][CH:12]=[CH:13][CH:14]=2)=[O:9])=[CH:3][CH:2]=1.O.[OH-].[Li+].O1CCOCC1.C(O)(=O)C. Product: [C:1]1([CH3:34])[CH:6]=[CH:5][C:4]([N:7]([CH:15]2[CH2:20][CH2:19][N:18]([CH2:21][CH2:22][C:23]3([CH2:29][C:30]([OH:32])=[O:31])[CH2:28][CH2:27][CH2:26][CH2:25][CH2:24]3)[CH2:17][CH2:16]2)[C:8]([C:10]2[O:11][CH:12]=[CH:13][CH:14]=2)=[O:9])=[CH:3][CH:2]=1. The catalyst class is: 6. (5) Reactant: [CH3:1][O:2][C:3]1[CH:8]=[C:7]([O:9][CH3:10])[CH:6]=[CH:5][C:4]=1[C:11]1[N:12]([CH2:17][CH:18]([CH3:20])[CH3:19])[C:13](S)=[N:14][N:15]=1. Product: [CH3:1][O:2][C:3]1[CH:8]=[C:7]([O:9][CH3:10])[CH:6]=[CH:5][C:4]=1[C:11]1[N:12]([CH2:17][CH:18]([CH3:20])[CH3:19])[CH:13]=[N:14][N:15]=1. The catalyst class is: 171. (6) Reactant: [NH2:1][CH2:2][C:3]([OH:5])=[O:4].[OH-].[Na+].[CH3:8][C:9](=[CH2:13])[C:10](Cl)=[O:11]. Product: [CH3:13][C:9](=[CH2:8])[C:10]([NH:1][CH2:2][C:3]([OH:5])=[O:4])=[O:11]. The catalyst class is: 6. (7) Reactant: [NH2:1][C@H:2]1[CH2:7][CH2:6][N:5]([C:8]([O:10][C:11]([CH3:14])([CH3:13])[CH3:12])=[O:9])[CH2:4][C@H:3]1[C:15]1[CH:20]=[CH:19][C:18]([F:21])=[CH:17][CH:16]=1.[CH:22]([C:24]1[CH:25]=[C:26]([C:32]2[CH:37]=[CH:36][C:35]([C:38]#[N:39])=[CH:34][CH:33]=2)[CH:27]=[CH:28][C:29]=1[O:30][CH3:31])=O.[BH-](OC(C)=O)(OC(C)=O)OC(C)=O.[Na+].C(=O)([O-])O.[Na+]. Product: [C:38]([C:35]1[CH:34]=[CH:33][C:32]([C:26]2[CH:27]=[CH:28][C:29]([O:30][CH3:31])=[C:24]([CH2:22][NH:1][C@H:2]3[CH2:7][CH2:6][N:5]([C:8]([O:10][C:11]([CH3:14])([CH3:13])[CH3:12])=[O:9])[CH2:4][C@H:3]3[C:15]3[CH:16]=[CH:17][C:18]([F:21])=[CH:19][CH:20]=3)[CH:25]=2)=[CH:37][CH:36]=1)#[N:39]. The catalyst class is: 322.